From a dataset of Experimentally validated miRNA-target interactions with 360,000+ pairs, plus equal number of negative samples. Binary Classification. Given a miRNA mature sequence and a target amino acid sequence, predict their likelihood of interaction. (1) The miRNA is hsa-miR-3683 with sequence UGCGACAUUGGAAGUAGUAUCA. The protein sequence of the target gene is MGKRAGGGATGATTAAVSTSAGAGLEPAAARSGGPRSAAAGLLGALHLVMTLVVAAARAEKEAFVQSESIIEVLRFDDGGLLQTETTLGLSSYQQKSISLYRGNCRPIRFEPPMLDFHEQPVGMPKMEKVYLHNPSSEETITLVSISATTSHFHASFFQNRKILPGGNTSFDVVFLARVVGNVENTLFINTSNHGVFTYQVFGVGVPNPYRLRPFLGARVPVNSSFSPIINIHNPHSEPLQVVEMYSSGGDLHLELPTGQQGGTRKLWEIPPYETKGVMRASFSSREADNHTAFIRIKTN.... Result: 0 (no interaction). (2) Result: 1 (interaction). The miRNA is hsa-miR-4530 with sequence CCCAGCAGGACGGGAGCG. The protein sequence of the target gene is MGLEAARELECAALGTLLRDPREAERTLLLDCRPFLAFCRRHVRAARPVPWNALLRRRARGPPAAVLACLLPDRALRTRLVRGELARAVVLDEGSASVAELRPDSPAHVLLAALLHETRAGPTAVYFLRGGFDGFQGCCPDLCSEAPAPALPPTGDKTSRSDSRAPVYDQGGPVEILPYLFLGSCSHSSDLQGLQACGITAVLNVSASCPNHFEGLFRYKSIPVEDNQMVEISAWFQEAIGFIDWVKNSGGRVLVHCQAGISRSATICLAYLMQSRRVRLDEAFDFVKQRRGVISPNFSF.... (3) The miRNA is hsa-miR-204-5p with sequence UUCCCUUUGUCAUCCUAUGCCU. The protein sequence of the target gene is MAQLFLPLLAALVLAQAPAALADVLEGDSSEDRAFRVRIAGDAPLQGVLGGALTIPCHVHYLRPPPSRRAVLGSPRVKWTFLSRGREAEVLVARGVRVKVNEAYRFRVALPAYPASLTDVSLALSELRPNDSGIYRCEVQHGIDDSSDAVEVKVKGVVFLYREGSARYAFSFSGAQEACARIGAHIATPEQLYAAYLGGYEQCDAGWLSDQTVRYPIQTPREACYGDMDGFPGVRNYGVVDPDDLYDVYCYAEDLNGELFLGDPPEKLTLEEARAYCQERGAEIATTGQLYAAWDGGLDH.... Result: 1 (interaction). (4) The miRNA is hsa-miR-125b-2-3p with sequence UCACAAGUCAGGCUCUUGGGAC. The protein sequence of the target gene is MAAETQTLNFGPEWLRALSSGGSITSPPLSPALPKYKLADYRYGREEMLALFLKDNKIPSDLLDKEFLPILQEEPLPPLALVPFTEEEQRNFSMSVNSAAVLRLTGRGGGGTVVGAPRGRSSSRGRGRGRGECGFYQRSFDEVEGVFGRGGGREMHRSQSWEERGDRRFEKPGRKDVGRPNFEEGGPTSVGRKHEFIRSESENWRIFREEQNGEDEDGGWRLAGSRRDGERWRPHSPDGPRSAGWREHMERRRRFEFDFRDRDDERGYRRVRSGSGSIDDDRDSLPEWCLEDAEEEMGTF.... Result: 1 (interaction). (5) The miRNA is mmu-miR-29a-3p with sequence UAGCACCAUCUGAAAUCGGUUA. The protein sequence of the target gene is MQPQLLLLLLLPLNFPVILTRELLCGGSPEPCANGGTCLRLSRGQGICQCAPGFLGETCQFPDPCRDTQLCKNGGSCQALLPTPPSSRSPTSPLTPHFSCTCPSGFTGDRCQTHLEELCPPSFCSNGGHCYVQASGRPQCSCEPGWTGEQCQLRDFCSANPCANGGVCLATYPQIQCRCPPGFEGHTCERDINECFLEPGPCPQGTSCHNTLGSYQCLCPVGQEGPQCKLRKGACPPGSCLNGGTCQLVPEGHSTFHLCLCPPGFTGLDCEMNPDDCVRHQCQNGATCLDGLDTYTCLCP.... Result: 0 (no interaction). (6) The miRNA is hsa-miR-6760-5p with sequence CAGGGAGAAGGUGGAAGUGCAGA. The protein sequence of the target gene is MVGFKATDVPPTATVKFLGAGTAACIADLITFPLDTAKVRLQIQGESQGPVRATASAQYRGVMGTILTMVRTEGPRSLYNGLVAGLQRQMSFASVRIGLYDSVKQFYTKGSEHASIGSRLLAGSTTGALAVAVAQPTDVVKVRFQAQARAGGGRRYQSTVNAYKTIAREEGFRGLWKGTSPNVARNAIVNCAELVTYDLIKDALLKANLMTDDLPCHFTSAFGAGFCTTVIASPVDVVKTRYMNSALGQYSSAGHCALTMLQKEGPRAFYKGFMPSFLRLGSWNVVMFVTYEQLKRALMA.... Result: 0 (no interaction). (7) The miRNA is hsa-miR-6828-3p with sequence AUCUGCUCUCUUGUUCCCAG. The protein sequence of the target gene is MDCNMVSSSQWDWEHLIMSNPSRTEDDSKQLPTEWEIEKGEGIESIVPHFSGLERVSSGSATSFWHTAVSKSSQSTSINSSSPEAKRCKLASESSPGDSCSNIDFVQVKAPTALEVSVASAESDLCLKLGKRTYSEEYWGRNNNEISAVSMKLLTPSVVAGKSKLCGQSMPVPRCQIDGCELDLSSAKGYHRKHKVCEKHSKCPKVSVSGLERRFCQQCSRFHAVSEFDEKKRSCRKRLSHHNARRRKPQGVFSMNPERVYDRRQHTNMLWNGVSLNARSEEMYEWGNNTYDTKPRQTEK.... Result: 0 (no interaction).